From a dataset of hERG Central: cardiac toxicity at 1µM, 10µM, and general inhibition. Predict hERG channel inhibition at various concentrations. (1) The molecule is Br.CCOC(=O)c1c(CSC(=N)N)n(C)c2cc(Br)c(OC(C)=O)cc12. Results: hERG_inhib (hERG inhibition (general)): blocker. (2) The compound is N#C/C(=C\c1cccnc1)c1ccc([N+](=O)[O-])cc1. Results: hERG_inhib (hERG inhibition (general)): blocker. (3) The drug is CN(Cc1ccccc1)C(=O)C1CCCN(c2ncnc3c2nc2n3CCCCC2)C1. Results: hERG_inhib (hERG inhibition (general)): blocker. (4) The molecule is Cc1ccc(-n2c(=O)cc(NCc3cccnc3)[nH]c2=O)cc1. Results: hERG_inhib (hERG inhibition (general)): blocker. (5) The compound is c1ccc(CCC2CCCCN2Cc2nc(-c3ccc4c(c3)OCO4)no2)nc1. Results: hERG_inhib (hERG inhibition (general)): blocker.